Dataset: Full USPTO retrosynthesis dataset with 1.9M reactions from patents (1976-2016). Task: Predict the reactants needed to synthesize the given product. (1) Given the product [Br:7][C:8]1[N:9]([CH3:26])[N:10]=[C:11]2[C:16]=1[CH2:15][CH2:14][C:13](=[O:30])[N:12]2[C:17]1[C:22]([CH3:23])=[CH:21][C:20]([CH3:24])=[CH:19][C:18]=1[CH3:25], predict the reactants needed to synthesize it. The reactants are: I([O-])(=O)(=O)=O.[Na+].[Br:7][C:8]1[N:9]([CH3:26])[N:10]=[C:11]2[C:16]=1[CH2:15][CH2:14][CH2:13][N:12]2[C:17]1[C:22]([CH3:23])=[CH:21][C:20]([CH3:24])=[CH:19][C:18]=1[CH3:25].C([OH:30])(C)C. (2) The reactants are: C(OC([N:8]1[CH2:13][CH2:12][CH:11]([CH2:14][N:15]([CH3:36])[C:16](=[O:35])[C:17]2[CH:22]=[CH:21][C:20]([C:23]3[NH:24][C:25](=[O:34])[C:26]4[C:31]([CH:32]=3)=[C:30]([CH3:33])[CH:29]=[CH:28][CH:27]=4)=[CH:19][CH:18]=2)[CH2:10][CH2:9]1)=O)(C)(C)C.Cl.O1CCOCC1. Given the product [CH3:36][N:15]([CH2:14][CH:11]1[CH2:10][CH2:9][NH:8][CH2:13][CH2:12]1)[C:16](=[O:35])[C:17]1[CH:18]=[CH:19][C:20]([C:23]2[NH:24][C:25](=[O:34])[C:26]3[C:31]([CH:32]=2)=[C:30]([CH3:33])[CH:29]=[CH:28][CH:27]=3)=[CH:21][CH:22]=1, predict the reactants needed to synthesize it. (3) Given the product [Br:1][C:2]1[C:3]([O:14][CH2:15][CH3:16])=[N:4][CH:5]=[C:6]([CH:13]=1)[C:7]([N:9]([O:11][CH3:12])[CH3:10])=[O:8], predict the reactants needed to synthesize it. The reactants are: [Br:1][C:2]1[C:3]([OH:14])=[N:4][CH:5]=[C:6]([CH:13]=1)[C:7]([N:9]([O:11][CH3:12])[CH3:10])=[O:8].[CH2:15](I)[CH3:16].